Dataset: Forward reaction prediction with 1.9M reactions from USPTO patents (1976-2016). Task: Predict the product of the given reaction. Given the reactants [CH:1]1([N:6]2[C:10]3[N:11]=[C:12]([NH:15][C:16]4[CH:21]=[CH:20][C:19]([N:22]5[CH2:26][CH2:25][C@@H:24]([O:27][Si](C(C)(C)C)(C)C)[CH2:23]5)=[CH:18][N:17]=4)[N:13]=[CH:14][C:9]=3[C:8]3[CH:35]=[CH:36][C:37](=[O:40])[N:38]([CH3:39])[C:7]2=3)[CH2:5][CH2:4][CH2:3][CH2:2]1.[F-].C([N+](CCCC)(CCCC)CCCC)CCC.C([O-])(O)=O.[Na+].C(OCC)C, predict the reaction product. The product is: [CH:1]1([N:6]2[C:10]3[N:11]=[C:12]([NH:15][C:16]4[CH:21]=[CH:20][C:19]([N:22]5[CH2:26][CH2:25][C@@H:24]([OH:27])[CH2:23]5)=[CH:18][N:17]=4)[N:13]=[CH:14][C:9]=3[C:8]3[CH:35]=[CH:36][C:37](=[O:40])[N:38]([CH3:39])[C:7]2=3)[CH2:2][CH2:3][CH2:4][CH2:5]1.